This data is from Experimentally validated miRNA-target interactions with 360,000+ pairs, plus equal number of negative samples. The task is: Binary Classification. Given a miRNA mature sequence and a target amino acid sequence, predict their likelihood of interaction. (1) The miRNA is hsa-miR-8076 with sequence UAUAUGGACUUUUCUGAUACAAUG. The protein sequence of the target gene is MGATGDAEQPRGPSGAERGGLELGDAGAAGQLVLTNPWNIMIKHRQVQRRGRRSQMTTSFTDPAISMDLLRAVLQPSINEEIQTVFNKYMKFFQKAALNVRDNVGEEVDAEQLIQEACRSCLEQAKLLFSDGEKVIPRLTHELPGIKRGRQAEEECAHRGSPLPKKRKGRPPGHILSSDRAAAGMVWKPKSCEPIRREGPKWDPARLNESTTFVLGSRANKALGMGGTRGRIYIKHPHLFKYAADPQDKHWLAEQHHMRATGGKMAYLLIEEDIRDLAASDDYRGCLDLKLEELKSFVLP.... Result: 0 (no interaction). (2) The miRNA is hsa-miR-662 with sequence UCCCACGUUGUGGCCCAGCAG. The protein sequence of the target gene is MTSKPHSDWIPYSVLDDEGSNLRQQKLDRQRALLEQKQKKKRQEPLMVQANADGRPRSRRARQSEEQAPLVESYLSSSGSTSYQVQEADSIASVQLGATRPPAPASAKKSKGAAASGGQGGAPRKEKKGKHKGTSGPATLAEDKSEAQGPVQILTVGQSDHDKDAGETAAGGGAQPSGQDLRATMQRKGISSSMSFDEDEDEDENSSSSSQLNSNTRPSSATSRKSIREAASAPSPAAPEPPVDIEVQDLEEFALRPAPQGITIKCRITRDKKGMDRGMYPTYFLHLDREDGKKVFLLAG.... Result: 0 (no interaction). (3) The miRNA is cel-miR-85-3p with sequence UACAAAGUAUUUGAAAAGUCGUGC. The protein sequence of the target gene is MRLVILDNYDLASEWAAKYICNRIIKFKPGQDRYFSLGLPTGSTPLGCYKKLIEYHKSGNLSFKYVKTFNMDEYVGLPRNHPESYHSYMWNNFFKHIDIDPNNAHILDGNAADLQAECDAFEEKIKEAGGIDLFVGGIGPDGHIAFNEPGSSLVSRTRLKTLAMDTILANAKYFDGDLSKVPTMALTVGVGTVMDAREVMILITGAHKAFALYKAMEEGVNHMWTVSAFQQHPRTIFVCDEDATLELRVKTVKYFKGLMHVHNKLVDPLYSMKEGN. Result: 0 (no interaction). (4) The miRNA is ath-miR160a-5p with sequence UGCCUGGCUCCCUGUAUGCCA. The protein sequence of the target gene is MLPAAARPLWGPCLGLRAAAFRLARRQVPCVCAVRHMRSSGHQRCEALAGAPLDNAPKEYPPKIQQLVQDIASLTLLEISDLNELLKKTLKIQDVGLVPMGGVMSGAVPAAAAQEAVEEDIPIAKERTHFTVRLTEAKPVDKVKLIKEIKNYIQGINLVQAKKLVESLPQEIKANVAKAEAEKIKAALEAVGGTVVLE. Result: 0 (no interaction). (5) The miRNA is hsa-miR-596 with sequence AAGCCUGCCCGGCUCCUCGGG. The protein sequence of the target gene is MASWLPETLFETVGQGPPPSKDYYQLLVTRSQVIFRWWKISLRSEYRSTKPGEAKETHEDFLENSHLQGQTALIFGARILDYVINLCKGKFDFLERLSDDLLLTIISYLDLEDIARLCQTSHRFAKLCMSDKLWEQIVQSTCDTITPDVRALAEDTGWRQLFFTNKLQLQRQLRKRKQKYGNLREKQP. Result: 0 (no interaction). (6) The miRNA is hsa-miR-6880-3p with sequence CCGCCUUCUCUCCUCCCCCAG. The protein sequence of the target gene is MRTLAILAAILLVALQAQAEPLQARADEVAAAPEQIAADIPEVVVSLAWDESLAPKHPGSRKNMACYCRIPACIAGERRYGTCIYQGRLWAFCC. Result: 0 (no interaction). (7) The miRNA is mmu-miR-706 with sequence AGAGAAACCCUGUCUCAAAAAA. The protein sequence of the target gene is MASRAPLRAARSPQGPGGPAAPAATGRAALPSAGCCPLPPGRNSSSRPRLLLLLLLLLQDAGGQQGDGCGHTVLGPESGTLTSINYPHTYPNSTVCEWEIRVRTGERIRIKFGDFDIEDSDYCHLNYLKIFNGIGVSRTEIGKYCGLGLQMNQSIESKGSEVTVLFMSGTHAAGRGFLASYSVIDKEDLITCLDTVSNFLEPEFSKYCPAGCLLPFAEISGTIPHGYRDSSPLCMAGIHAGVVSNVLGGQISIVISKGTPYYESSLANNVTSTVGYLSASLFTFKTSGCYGTLGMESGVI.... Result: 1 (interaction). (8) The miRNA is hsa-miR-4731-5p with sequence UGCUGGGGGCCACAUGAGUGUG. The protein sequence of the target gene is MPADSTQDEDAVLSYGMKLTWDINDPQMPQEPTHFDHFREWPDGYVRFIYSSQEKKAQRHLSGWAMRNTNNHNGHILKKSCLGVVVCARACALKDGSHLQLRPAICDKARLKQQKKACPNCHSPLELVPCRGHSGYPVTNFWRLDGNAIFFQAKGVHDHPRPESKSETEGRRSALKRQMASFYQPQKRRSEEPEARSTQDIRGHLNSTAALEPTELFDMTADTSFPIPGQPSPSFPNSDVHRVTCDLPTFQGDIILPFQKYPNPSIYFPGPPWGYELASSGVTGSSPYSTLYKDSSVVPD.... Result: 0 (no interaction). (9) The miRNA is mmu-miR-882 with sequence AGGAGAGAGUUAGCGCAUUAGU. The protein sequence of the target gene is MGESIPLAAPVPVEQAVLETFFSHLGIFSYDKAKDNVEKEREANKSAGGSWLSLLAALAHLAAAEKVYHSLTYLGQKLGGQSFFSRKDSIRTIYTSLHNELKKVVAGRGAPGGTAPHVEELLPHLSEQLCFFVQARMEIADFYEKMYALSTQKFINTEELVSTLDTILRKYSSRFHHPILSPLESSFQLEVGVLSHLLKAQAQISEWKFLPSLVTLHNAHTKLQSWGQTFEKQRETKKHLFGGQSQKAVQPPHLFLWLMKLKTMLLAKFSFYFHEALSRQTTASEMKALTAKANPDLFGK.... Result: 1 (interaction).